From a dataset of NCI-60 drug combinations with 297,098 pairs across 59 cell lines. Regression. Given two drug SMILES strings and cell line genomic features, predict the synergy score measuring deviation from expected non-interaction effect. (1) Drug 1: CS(=O)(=O)C1=CC(=C(C=C1)C(=O)NC2=CC(=C(C=C2)Cl)C3=CC=CC=N3)Cl. Drug 2: CC1=C(C(CCC1)(C)C)C=CC(=CC=CC(=CC(=O)O)C)C. Cell line: K-562. Synergy scores: CSS=28.8, Synergy_ZIP=2.93, Synergy_Bliss=3.32, Synergy_Loewe=6.00, Synergy_HSA=6.05. (2) Drug 1: C1CCN(CC1)CCOC2=CC=C(C=C2)C(=O)C3=C(SC4=C3C=CC(=C4)O)C5=CC=C(C=C5)O. Drug 2: CC1=CC2C(CCC3(C2CCC3(C(=O)C)OC(=O)C)C)C4(C1=CC(=O)CC4)C. Cell line: OVCAR-5. Synergy scores: CSS=-3.23, Synergy_ZIP=1.18, Synergy_Bliss=-1.79, Synergy_Loewe=-6.59, Synergy_HSA=-5.16.